This data is from Reaction yield outcomes from USPTO patents with 853,638 reactions. The task is: Predict the reaction yield, written as a fraction of the theoretical maximum amount of product (1.0 means a 100% yield; for example, 0.34 means a 34% yield). (1) The reactants are [Cl:1][C:2]1[CH:3]=[C:4]([CH:7]=[C:8]([O:11]C)[C:9]=1[OH:10])[CH:5]=[O:6].B(Br)(Br)Br. The catalyst is ClCCl. The product is [Cl:1][C:2]1[CH:3]=[C:4]([CH:7]=[C:8]([OH:11])[C:9]=1[OH:10])[CH:5]=[O:6]. The yield is 0.890. (2) The reactants are [C:1]([C:4]1[O:8][C:7]([C:9]2[C:17]3[C:12](=[CH:13][CH:14]=[CH:15][CH:16]=3)[NH:11][N:10]=2)=[CH:6][CH:5]=1)([OH:3])=[O:2].S(=O)(=O)(O)O.O.[C:24]1(C)C=CC=C[CH:25]=1. The catalyst is C(O)C. The product is [CH2:24]([O:2][C:1]([C:4]1[O:8][C:7]([C:9]2[C:17]3[C:12](=[CH:13][CH:14]=[CH:15][CH:16]=3)[NH:11][N:10]=2)=[CH:6][CH:5]=1)=[O:3])[CH3:25]. The yield is 0.600. (3) The reactants are COP([CH2:7][C:8](=[O:16])[C:9]([F:15])([F:14])[CH2:10][CH2:11][CH2:12][CH3:13])(=O)OC.O.[OH-].[Li+].[C:20]([O:23][C@@H:24]1[C@H:28]([CH2:29][CH2:30][CH2:31][CH2:32][CH2:33][CH2:34][C:35]([O:37][CH3:38])=[O:36])[C@@H:27]([CH:39]=O)[C@H:26]([O:41][CH:42]2[CH2:47][CH2:46][CH2:45][CH2:44][O:43]2)[CH2:25]1)(=[O:22])[CH3:21].O. The catalyst is O1CCCC1. The product is [C:20]([O:23][C@@H:24]1[C@H:28]([CH2:29][CH2:30][CH2:31][CH2:32][CH2:33][CH2:34][C:35]([O:37][CH3:38])=[O:36])[C@@H:27](/[CH:39]=[CH:7]/[C:8](=[O:16])[C:9]([F:14])([F:15])[CH2:10][CH2:11][CH2:12][CH3:13])[C@H:26]([O:41][CH:42]2[CH2:47][CH2:46][CH2:45][CH2:44][O:43]2)[CH2:25]1)(=[O:22])[CH3:21]. The yield is 0.598. (4) The reactants are [C:1]([C:4]1[CH:20]=[CH:19][C:7]([O:8][C:9]2[CH:10]=[CH:11][C:12]3[B:16]([OH:17])[O:15][CH2:14][C:13]=3[CH:18]=2)=[CH:6][C:5]=1[C:21]([O:23]C)=O)(=[O:3])[NH2:2].[OH-].[Na+].Cl. The catalyst is CO. The product is [OH:17][B:16]1[C:12]2[CH:11]=[CH:10][C:9]([O:8][C:7]3[CH:6]=[C:5]4[C:4](=[CH:20][CH:19]=3)[C:1](=[O:3])[NH:2][C:21]4=[O:23])=[CH:18][C:13]=2[CH2:14][O:15]1. The yield is 0.750.